This data is from CYP1A2 inhibition data for predicting drug metabolism from PubChem BioAssay. The task is: Regression/Classification. Given a drug SMILES string, predict its absorption, distribution, metabolism, or excretion properties. Task type varies by dataset: regression for continuous measurements (e.g., permeability, clearance, half-life) or binary classification for categorical outcomes (e.g., BBB penetration, CYP inhibition). Dataset: cyp1a2_veith. (1) The compound is Cc1cccc(Nc2ccccc2C(=O)OCC(=O)N2CCOCC2)c1C. The result is 1 (inhibitor). (2) The result is 1 (inhibitor). The compound is CCNc1ncc2ncc(=O)n(C)c2n1. (3) The compound is C[C@H]1C/C=C\C=C/C=C\C=C[C@@H](O[C@H]2O[C@@H](C)[C@@H](O)[C@@H](N)[C@@H]2O)C[C@@H]2O[C@](O)(C[C@@H](O)C[C@H]3O[C@@H]3/C=C\C(=O)O1)C[C@@H](O)[C@H]2C(=O)O. The result is 0 (non-inhibitor). (4) The molecule is Cc1ccc(C(=O)Nc2ccccc2Oc2ccccc2)cc1[N+](=O)[O-]. The result is 1 (inhibitor). (5) The compound is Cc1cc(OC(=O)c2ccc(Cl)cc2)cc(=O)n1C. The result is 1 (inhibitor). (6) The molecule is O=NN(CCCl)C(=O)NCCCl. The result is 0 (non-inhibitor). (7) The drug is O=C(c1ccc2c(c1)C(=O)N(Cc1ccco1)C2=O)N1CCOCC1. The result is 1 (inhibitor).